From a dataset of M1 muscarinic receptor antagonist screen with 61,756 compounds. Binary Classification. Given a drug SMILES string, predict its activity (active/inactive) in a high-throughput screening assay against a specified biological target. (1) The result is 0 (inactive). The drug is O(c1cc(CCNC(=O)c2noc(c2)c2ccccc2)ccc1OC)C. (2) The molecule is Fc1c(NC(=O)c2cc(C(=O)NC3CCN(CC3)C(OCC)=O)c(cc2)CO)ccc(F)c1. The result is 0 (inactive). (3) The drug is O=c1[nH]c(=O)n(c2nc(n(CCCC)c12)NC(CC)C)C. The result is 0 (inactive). (4) The molecule is O=C(N(C(c1ccncc1)C(=O)NCc1occc1)c1c(c(ccc1)C)C)Cn1nnc2c1cccc2. The result is 0 (inactive). (5) The result is 0 (inactive). The molecule is n12nc(nc2c2c(C1)cccc2)c1cc2nc(n(c2cc1)CC)C. (6) The drug is FC(F)(F)c1n2ncc(c2nc(c1)c1cc(OC)c(OC)cc1)C(O)=O. The result is 0 (inactive). (7) The molecule is O=C1N(C(C(c2c1cccc2)C(=O)Nc1noc(c1)C)c1ccc(OC)cc1)C. The result is 0 (inactive). (8) The drug is Clc1cc(c(OCC(=O)Nc2c(cccc2)CO)cc1)C. The result is 0 (inactive).